From a dataset of NCI-60 drug combinations with 297,098 pairs across 59 cell lines. Regression. Given two drug SMILES strings and cell line genomic features, predict the synergy score measuring deviation from expected non-interaction effect. (1) Drug 1: C1=C(C(=O)NC(=O)N1)F. Drug 2: CNC(=O)C1=NC=CC(=C1)OC2=CC=C(C=C2)NC(=O)NC3=CC(=C(C=C3)Cl)C(F)(F)F. Cell line: U251. Synergy scores: CSS=44.6, Synergy_ZIP=-8.21, Synergy_Bliss=-9.35, Synergy_Loewe=-7.81, Synergy_HSA=-6.63. (2) Drug 2: CN1C2=C(C=C(C=C2)N(CCCl)CCCl)N=C1CCCC(=O)O.Cl. Cell line: SF-539. Drug 1: CC1C(C(CC(O1)OC2CC(CC3=C2C(=C4C(=C3O)C(=O)C5=C(C4=O)C(=CC=C5)OC)O)(C(=O)C)O)N)O.Cl. Synergy scores: CSS=19.5, Synergy_ZIP=1.89, Synergy_Bliss=2.66, Synergy_Loewe=-15.1, Synergy_HSA=2.40.